From a dataset of NCI-60 drug combinations with 297,098 pairs across 59 cell lines. Regression. Given two drug SMILES strings and cell line genomic features, predict the synergy score measuring deviation from expected non-interaction effect. (1) Drug 1: CC1=C2C(C(=O)C3(C(CC4C(C3C(C(C2(C)C)(CC1OC(=O)C(C(C5=CC=CC=C5)NC(=O)C6=CC=CC=C6)O)O)OC(=O)C7=CC=CC=C7)(CO4)OC(=O)C)O)C)OC(=O)C. Drug 2: C1=NC(=NC(=O)N1C2C(C(C(O2)CO)O)O)N. Cell line: A498. Synergy scores: CSS=1.05, Synergy_ZIP=-6.95, Synergy_Bliss=-12.6, Synergy_Loewe=-14.3, Synergy_HSA=-11.4. (2) Drug 1: CC12CCC(CC1=CCC3C2CCC4(C3CC=C4C5=CN=CC=C5)C)O. Drug 2: C1=CC=C(C=C1)NC(=O)CCCCCCC(=O)NO. Cell line: MCF7. Synergy scores: CSS=24.1, Synergy_ZIP=-6.31, Synergy_Bliss=-1.19, Synergy_Loewe=-10.8, Synergy_HSA=-1.74.